This data is from Reaction yield outcomes from USPTO patents with 853,638 reactions. The task is: Predict the reaction yield, written as a fraction of the theoretical maximum amount of product (1.0 means a 100% yield; for example, 0.34 means a 34% yield). (1) The catalyst is C(#N)C. The yield is 0.770. The product is [CH2:16]([N:6]([CH:1]1[CH2:2][CH2:3][CH2:4][CH2:5]1)[CH2:7][C:8]([OH:15])([CH3:14])[C:9]([O:11][CH2:12][CH3:13])=[O:10])[C:17]1[CH:22]=[CH:21][CH:20]=[CH:19][CH:18]=1. The reactants are [CH:1]1([NH:6][CH2:7][C:8]([OH:15])([CH3:14])[C:9]([O:11][CH2:12][CH3:13])=[O:10])[CH2:5][CH2:4][CH2:3][CH2:2]1.[CH2:16](Br)[C:17]1[CH:22]=[CH:21][CH:20]=[CH:19][CH:18]=1.C([O-])([O-])=O.[K+].[K+].CCOC(C)=O. (2) The reactants are [F:1][CH:2]([F:34])[C:3]1[N:7]([C:8]2[N:13]=[C:12]([N:14]3[CH2:19][CH2:18][O:17][CH2:16][CH2:15]3)[N:11]=[C:10]([N:20]([CH3:27])[CH:21]3[CH2:26][CH2:25][NH:24][CH2:23][CH2:22]3)[N:9]=2)[C:6]2[CH:28]=[CH:29][CH:30]=[C:31]([O:32][CH3:33])[C:5]=2[N:4]=1.[CH3:35][S:36](Cl)(=[O:38])=[O:37]. No catalyst specified. The product is [F:34][CH:2]([F:1])[C:3]1[N:7]([C:8]2[N:13]=[C:12]([N:14]3[CH2:15][CH2:16][O:17][CH2:18][CH2:19]3)[N:11]=[C:10]([N:20]([CH3:27])[CH:21]3[CH2:26][CH2:25][N:24]([S:36]([CH3:35])(=[O:38])=[O:37])[CH2:23][CH2:22]3)[N:9]=2)[C:6]2[CH:28]=[CH:29][CH:30]=[C:31]([O:32][CH3:33])[C:5]=2[N:4]=1. The yield is 0.560. (3) The reactants are C(=O)([O-])[O-].[Na+].[Na+].C(OC(=O)[N:13]([CH2:30][CH2:31][O:32][C:33]1[CH:38]=[CH:37][C:36]([F:39])=[CH:35][C:34]=1Br)[CH2:14][CH2:15][NH:16][S:17]([C:20]1[C:21]2[CH:22]=[CH:23][N:24]=[CH:25][C:26]=2[CH:27]=[CH:28][CH:29]=1)(=[O:19])=[O:18])(C)(C)C.[F:42][C:43]1[CH:48]=[CH:47][CH:46]=[CH:45][C:44]=1B(O)O.CO.[Cl-:54].[Na+].O. The catalyst is CN(C=O)C.C(OCC)(=O)C. The product is [ClH:54].[ClH:54].[F:39][C:36]1[CH:37]=[CH:38][C:33]([O:32][CH2:31][CH2:30][NH:13][CH2:14][CH2:15][NH:16][S:17]([C:20]2[C:21]3[CH:22]=[CH:23][N:24]=[CH:25][C:26]=3[CH:27]=[CH:28][CH:29]=2)(=[O:18])=[O:19])=[C:34]([C:44]2[CH:45]=[CH:46][CH:47]=[CH:48][C:43]=2[F:42])[CH:35]=1. The yield is 0.860. (4) The reactants are [CH3:1][C:2]([C:4]1[CH:5]=[CH:6][C:7]([OH:10])=[CH:8][CH:9]=1)=[O:3].C([O-])([O-])=O.[K+].[K+].[CH2:29](C(Br)COCC(Br)[CH2:29][C:30]1[CH:35]=[CH:34][CH:33]=[CH:32][CH:31]=1)[C:30]1[CH:35]=[CH:34][CH:33]=[CH:32][CH:31]=1.[CH2:38]([OH:40])[CH3:39]. No catalyst specified. The product is [CH2:29]([O:40][CH2:38][CH2:39][O:10][C:7]1[CH:8]=[CH:9][C:4]([C:2](=[O:3])[CH3:1])=[CH:5][CH:6]=1)[C:30]1[CH:31]=[CH:32][CH:33]=[CH:34][CH:35]=1. The yield is 0.610. (5) The reactants are [F:1][C:2]1[CH:13]=[CH:12][C:5]([O:6][CH2:7][C:8](OC)=[O:9])=[C:4]([CH3:14])[CH:3]=1.[NH2:15][NH2:16]. The catalyst is CCO. The product is [F:1][C:2]1[CH:13]=[CH:12][C:5]([O:6][CH2:7][C:8]([NH:15][NH2:16])=[O:9])=[C:4]([CH3:14])[CH:3]=1. The yield is 0.700. (6) The reactants are [CH:1]1([C:7]([N:9]2[CH2:18][CH2:17][C:16]3[C:11](=[CH:12][CH:13]=[C:14]([C:19]([N:21]4[CH2:28][CH:27]5[CH:23]([CH2:24][NH:25][CH2:26]5)[CH2:22]4)=[O:20])[CH:15]=3)[CH2:10]2)=[O:8])[CH2:6][CH2:5][CH2:4][CH2:3][CH2:2]1.C(O)(=O)C.[C:33]1(=O)[CH2:36][CH2:35][CH2:34]1.[BH-](OC(C)=O)(OC(C)=O)OC(C)=O.[Na+]. The catalyst is ClCCCl. The product is [CH:33]1([N:25]2[CH2:24][CH:23]3[CH2:22][N:21]([C:19]([C:14]4[CH:15]=[C:16]5[C:11](=[CH:12][CH:13]=4)[CH2:10][N:9]([C:7]([CH:1]4[CH2:6][CH2:5][CH2:4][CH2:3][CH2:2]4)=[O:8])[CH2:18][CH2:17]5)=[O:20])[CH2:28][CH:27]3[CH2:26]2)[CH2:36][CH2:35][CH2:34]1. The yield is 0.890. (7) The reactants are [CH3:1][O:2][C:3]1[C:7]2[C:8](=[O:25])[N:9]([CH2:16][C:17](=[O:24])[C:18]3[CH:23]=[CH:22][CH:21]=[CH:20][CH:19]=3)[C:10]3[CH:11]=[CH:12][CH:13]=[CH:14][C:15]=3[C:6]=2[N:5]([CH3:26])[C:4]=1[C:27]([NH:29][CH:30]1[CH2:35][CH2:34][NH:33][CH2:32][CH2:31]1)=[O:28].C(N(CC)CC)C.C1COCC1.[C:48]([O:51][CH2:52][C:53](Cl)=[O:54])(=[O:50])[CH3:49]. The catalyst is C(OCC)(=O)C. The product is [C:48]([O:51][CH2:52][C:53]([N:33]1[CH2:32][CH2:31][CH:30]([NH:29][C:27]([C:4]2[N:5]([CH3:26])[C:6]3[C:15]4[CH:14]=[CH:13][CH:12]=[CH:11][C:10]=4[N:9]([CH2:16][C:17](=[O:24])[C:18]4[CH:23]=[CH:22][CH:21]=[CH:20][CH:19]=4)[C:8](=[O:25])[C:7]=3[C:3]=2[O:2][CH3:1])=[O:28])[CH2:35][CH2:34]1)=[O:54])(=[O:50])[CH3:49]. The yield is 0.750. (8) The reactants are [N:1]1([C:7](=[O:9])[CH3:8])[CH2:6][CH2:5][NH:4][CH2:3][CH2:2]1.[C:10]([O-])([O-])=O.[K+].[K+].Br[C:17]([Br:20])([CH3:19])C. No catalyst specified. The product is [Br:20][CH2:17][CH2:19][CH2:10][N:4]1[CH2:5][CH2:6][N:1]([C:7](=[O:9])[CH3:8])[CH2:2][CH2:3]1. The yield is 0.320.